Dataset: Full USPTO retrosynthesis dataset with 1.9M reactions from patents (1976-2016). Task: Predict the reactants needed to synthesize the given product. (1) Given the product [CH:1]1[CH:10]=[CH:9][CH:8]=[C:7]2[C:2]=1[C:3]1[N:13]3[O:14][CH2:15][CH2:16][CH2:17][CH2:18][C:12]3=[N:11][C:4]=1[CH:5]=[N+:6]2[O-:24], predict the reactants needed to synthesize it. The reactants are: [CH:1]1[CH:10]=[CH:9][CH:8]=[C:7]2[C:2]=1[C:3]1[N:13]3[O:14][CH2:15][CH2:16][CH2:17][CH2:18][C:12]3=[N:11][C:4]=1[CH:5]=[N:6]2.ClC1C=C(C=CC=1)C(OO)=[O:24]. (2) The reactants are: [C:1]1([C:7]2[N:8]=[C:9]([C:12]3[CH:17]=[CH:16][C:15]([OH:18])=[CH:14][CH:13]=3)[S:10][CH:11]=2)[CH:6]=[CH:5][CH:4]=[CH:3][CH:2]=1.C1(P(C2C=CC=CC=2)C2C=CC=CC=2)C=CC=CC=1.O[CH2:39][CH2:40][NH:41][C:42](=[O:51])[O:43][CH2:44][C:45]1[CH:50]=[CH:49][CH:48]=[CH:47][CH:46]=1.C1CCN(C(N=NC(N2CCCCC2)=O)=O)CC1. Given the product [CH2:44]([O:43][C:42](=[O:51])[NH:41][CH2:40][CH2:39][O:18][C:15]1[CH:14]=[CH:13][C:12]([C:9]2[S:10][CH:11]=[C:7]([C:1]3[CH:2]=[CH:3][CH:4]=[CH:5][CH:6]=3)[N:8]=2)=[CH:17][CH:16]=1)[C:45]1[CH:50]=[CH:49][CH:48]=[CH:47][CH:46]=1, predict the reactants needed to synthesize it. (3) Given the product [CH3:33][S:34]([O:1][CH2:2][CH2:3][N:4]1[C:8](=[O:9])[N:7]([C:10]2[S:11][C:12]([C:16](=[O:17])[NH:18][CH2:19][C:20]3[CH:21]=[N:22][CH:23]=[CH:24][CH:25]=3)=[C:13]([CH3:15])[N:14]=2)[CH:6]=[N:5]1)(=[O:36])=[O:35], predict the reactants needed to synthesize it. The reactants are: [OH:1][CH2:2][CH2:3][N:4]1[C:8](=[O:9])[N:7]([C:10]2[S:11][C:12]([C:16]([NH:18][CH2:19][C:20]3[CH:21]=[N:22][CH:23]=[CH:24][CH:25]=3)=[O:17])=[C:13]([CH3:15])[N:14]=2)[CH:6]=[N:5]1.C(N(CC)CC)C.[CH3:33][S:34](Cl)(=[O:36])=[O:35]. (4) Given the product [CH2:1]([C:5]1([CH2:30][CH2:31][CH2:32][CH3:33])[C:14]2[C:9](=[CH:10][C:11]([F:15])=[CH:12][CH:13]=2)[C:8]([O-:16])=[C:7]([C:17]2[NH:22][C:21]3[CH:23]=[CH:24][CH:25]=[CH:26][C:20]=3[S:19](=[O:27])(=[O:28])[N:18]=2)[C:6]1=[O:29])[CH2:2][CH2:3][CH3:4].[Na+:35], predict the reactants needed to synthesize it. The reactants are: [CH2:1]([C:5]1([CH2:30][CH2:31][CH2:32][CH3:33])[C:14]2[C:9](=[CH:10][C:11]([F:15])=[CH:12][CH:13]=2)[C:8]([OH:16])=[C:7]([C:17]2[NH:22][C:21]3[CH:23]=[CH:24][CH:25]=[CH:26][C:20]=3[S:19](=[O:28])(=[O:27])[N:18]=2)[C:6]1=[O:29])[CH2:2][CH2:3][CH3:4].[OH-].[Na+:35].